Predict the reactants needed to synthesize the given product. From a dataset of Full USPTO retrosynthesis dataset with 1.9M reactions from patents (1976-2016). (1) Given the product [Cl:23][C:14]1[C:5]([O:4][CH:2]([CH3:1])[CH3:3])=[N:6][CH:7]=[C:8]2[C:13]=1[C:12](=[O:15])[NH:11][CH2:10][CH2:9]2, predict the reactants needed to synthesize it. The reactants are: [CH3:1][CH:2]([O:4][C:5]1[CH:14]=[C:13]2[C:8]([CH2:9][CH2:10][NH:11][C:12]2=[O:15])=[CH:7][N:6]=1)[CH3:3].C1C(=O)N([Cl:23])C(=O)C1. (2) Given the product [OH:2][C:3]1[CH:4]=[C:5]([C:9]([C:11]2[CH:16]=[CH:15][CH:14]=[CH:13][CH:12]=2)=[O:10])[CH:6]=[CH:7][CH:8]=1, predict the reactants needed to synthesize it. The reactants are: C[O:2][C:3]1[CH:4]=[C:5]([C:9]([C:11]2[CH:16]=[CH:15][CH:14]=[CH:13][CH:12]=2)=[O:10])[CH:6]=[CH:7][CH:8]=1.Br.CCOC(C)=O.